From a dataset of Reaction yield outcomes from USPTO patents with 853,638 reactions. Predict the reaction yield, written as a fraction of the theoretical maximum amount of product (1.0 means a 100% yield; for example, 0.34 means a 34% yield). (1) The reactants are [C:1]([OH:14])(=[O:13])/[CH:2]=[CH:3]/[C:4]1[CH:12]=[CH:11][C:9]([OH:10])=[C:6]([O:7][CH3:8])[CH:5]=1.[N+:15]([O:18][CH2:19][CH2:20][CH2:21][CH2:22]Br)([O-:17])=[O:16].C(N(CC)CC)C. The catalyst is CN(C)C=O. The product is [N+:15]([O:18][CH2:19][CH2:20][CH2:21][CH2:22][O:13][C:1](=[O:14])/[CH:2]=[CH:3]/[C:4]1[CH:12]=[CH:11][C:9]([OH:10])=[C:6]([O:7][CH3:8])[CH:5]=1)([O-:17])=[O:16]. The yield is 0.650. (2) The reactants are C1(P(C2C=CC=CC=2)C2C=CC=CC=2)C=CC=CC=1.[C:20]([O:24][C:25]([N:27]1[CH2:40][CH2:39][N:30]2[C:31]3[CH:32]=[C:33](I)[CH:34]=[CH:35][C:36]=3[CH2:37][CH:29]2[CH2:28]1)=[O:26])([CH3:23])([CH3:22])[CH3:21].[CH3:41][S:42][Sn](CCCC)(CCCC)CCCC.O. The catalyst is C1COCC1.C([O-])(=O)C.[Pd+2].C([O-])(=O)C. The product is [C:20]([O:24][C:25]([N:27]1[CH2:40][CH2:39][N:30]2[C:31]3[CH:32]=[C:33]([S:42][CH3:41])[CH:34]=[CH:35][C:36]=3[CH2:37][CH:29]2[CH2:28]1)=[O:26])([CH3:23])([CH3:22])[CH3:21]. The yield is 0.500. (3) The reactants are [Cl:1][C:2]1[CH:3]=[CH:4][N:5]=[C:6]2[C:11]=1[N:10]=[CH:9][C:8]([OH:12])=[CH:7]2.C1(P(C2C=CC=CC=2)C2C=CC=CC=2)C=CC=CC=1.[CH3:32][O:33][CH2:34][CH2:35]O.C1COCC1.CCOC(/N=N/C(OCC)=O)=O. The yield is 0.550. The product is [Cl:1][C:2]1[CH:3]=[CH:4][N:5]=[C:6]2[C:11]=1[N:10]=[CH:9][C:8]([O:12][CH2:35][CH2:34][O:33][CH3:32])=[CH:7]2. The catalyst is CO.ClCCl.C(Cl)Cl. (4) The reactants are [Br:1]Br.[CH3:3][C:4]1([CH3:12])[CH2:9][C:8](=[O:10])[CH2:7][C:6](=[O:11])[CH2:5]1. The catalyst is CC(O)=O. The product is [Br:1][CH:7]1[C:8](=[O:10])[CH2:9][C:4]([CH3:12])([CH3:3])[CH2:5][C:6]1=[O:11]. The yield is 1.00. (5) The reactants are [CH3:1][S:2][C:3]1[CH:9]=[CH:8][C:6]([NH2:7])=[CH:5][CH:4]=1.C1C=C(Cl)C=C(C(OO)=[O:18])C=1.C([O-])(O)=O.[Na+].[Na+].[Cl-]. The catalyst is C(Cl)(Cl)Cl.C(Cl)Cl. The product is [CH3:1][S:2]([C:3]1[CH:9]=[CH:8][C:6]([NH2:7])=[CH:5][CH:4]=1)=[O:18]. The yield is 0.800. (6) The reactants are [F:1][C:2]([F:16])([F:15])[C:3]1[N:8]=[CH:7][C:6]([C:9]2([C:13]#N)[CH2:12][CH2:11][CH2:10]2)=[CH:5][CH:4]=1.CC(C[AlH]CC(C)C)C.CC[O:28]C(C)=O. The catalyst is C(Cl)Cl. The product is [F:1][C:2]([F:16])([F:15])[C:3]1[N:8]=[CH:7][C:6]([C:9]2([CH:13]=[O:28])[CH2:12][CH2:11][CH2:10]2)=[CH:5][CH:4]=1. The yield is 0.490. (7) The reactants are Cl[C:2]1[C:11]2[C:6](=[CH:7][C:8]([O:14][CH2:15][CH2:16][CH2:17][N:18]3[CH2:22][CH2:21][CH2:20][CH2:19]3)=[C:9]([O:12][CH3:13])[CH:10]=2)[N:5]=[CH:4][N:3]=1.[OH:23][C:24]1[CH:33]=[C:32]2[C:27]([CH:28]=[CH:29][C:30]([CH3:34])=[N:31]2)=[CH:26][CH:25]=1.C(=O)([O-])[O-].[K+].[K+]. The catalyst is CN(C=O)C. The product is [CH3:13][O:12][C:9]1[CH:10]=[C:11]2[C:6](=[CH:7][C:8]=1[O:14][CH2:15][CH2:16][CH2:17][N:18]1[CH2:22][CH2:21][CH2:20][CH2:19]1)[N:5]=[CH:4][N:3]=[C:2]2[O:23][C:24]1[CH:33]=[C:32]2[C:27]([CH:28]=[CH:29][C:30]([CH3:34])=[N:31]2)=[CH:26][CH:25]=1. The yield is 0.690.